From a dataset of Forward reaction prediction with 1.9M reactions from USPTO patents (1976-2016). Predict the product of the given reaction. (1) Given the reactants [F:1][C:2]1([F:20])[CH2:5][CH:4]([CH2:6][CH:7]([NH:10][C:11](=[O:19])[O:12][CH2:13][CH2:14][Si:15]([CH3:18])([CH3:17])[CH3:16])[CH2:8]O)[CH2:3]1.C[CH2:22][N:23](C(C)C)C(C)C.CS(Cl)(=O)=O.[CH3:35][C:36]([O:39][C:40]([O:42]C(OC(C)(C)C)=O)=O)([CH3:38])[CH3:37], predict the reaction product. The product is: [CH3:16][Si:15]([CH3:18])([CH3:17])[CH2:14][CH2:13][O:12][C:11]([NH:10][CH:7]([CH2:8][N:23]([C:40]([O:39][C:36]([CH3:38])([CH3:37])[CH3:35])=[O:42])[CH3:22])[CH2:6][CH:4]1[CH2:5][C:2]([F:20])([F:1])[CH2:3]1)=[O:19]. (2) Given the reactants [H-].[Na+].[CH2:3]([N:10]1[CH2:14][CH2:13][CH2:12][C@H:11]1[CH2:15][OH:16])[C:4]1[CH:9]=[CH:8][CH:7]=[CH:6][CH:5]=1.CS(O[CH2:22][C:23]([F:26])([F:25])[F:24])(=O)=O, predict the reaction product. The product is: [CH2:3]([N:10]1[CH2:14][CH2:13][CH2:12][C@H:11]1[CH2:15][O:16][CH2:22][C:23]([F:26])([F:25])[F:24])[C:4]1[CH:9]=[CH:8][CH:7]=[CH:6][CH:5]=1.